Task: Predict which catalyst facilitates the given reaction.. Dataset: Catalyst prediction with 721,799 reactions and 888 catalyst types from USPTO (1) Reactant: [CH2:1]([O:3][C:4]([C@@H:6]1[N:10]([CH3:11])[C:9](=[O:12])[CH2:8][C@@H:7]1[C:13]1[CH:18]=[CH:17][C:16]([OH:19])=[CH:15][CH:14]=1)=[O:5])[CH3:2].[C:20]([O-])([O-])=O.[Cs+].[Cs+].IC. Product: [CH2:1]([O:3][C:4]([C@@H:6]1[N:10]([CH3:11])[C:9](=[O:12])[CH2:8][C@@H:7]1[C:13]1[CH:14]=[CH:15][C:16]([O:19][CH3:20])=[CH:17][CH:18]=1)=[O:5])[CH3:2]. The catalyst class is: 21. (2) The catalyst class is: 79. Product: [C:6]([O:9][C:10]([NH:12][C@@H:13]([CH2:14][CH:15]=[CH2:16])[C:17]([O:19][CH:20]1[CH2:24][CH2:23][CH2:22][CH2:21]1)=[O:18])=[O:11])([CH3:5])([CH3:7])[CH3:8]. Reactant: C(Cl)CCl.[CH3:5][C:6]([O:9][C:10]([NH:12][C@H:13]([C:17]([OH:19])=[O:18])[CH2:14][CH:15]=[CH2:16])=[O:11])([CH3:8])[CH3:7].[CH:20]1(O)[CH2:24][CH2:23][CH2:22][CH2:21]1. (3) Reactant: C([O:8][C:9]1[CH:14]=[CH:13][C:12]([N:15]([C:56]2[CH:61]=[CH:60][CH:59]=[CH:58][CH:57]=2)[C:16]([C:18]2[CH:19]=[C:20]([C:27]3[CH:28]=[C:29]4[C:33](=[CH:34][C:35]=3[C:36]([N:38]3[C@H:47]([CH3:48])[CH2:46][C:45]5[C:40](=[CH:41][CH:42]=[CH:43][CH:44]=5)[CH2:39]3)=[O:37])[CH2:32][N:31]([C:49]([O:51][C:52]([CH3:55])([CH3:54])[CH3:53])=[O:50])[CH2:30]4)[N:21]3[C:26]=2[CH2:25][CH2:24][CH2:23][CH2:22]3)=[O:17])=[CH:11][CH:10]=1)C1C=CC=CC=1. Product: [OH:8][C:9]1[CH:10]=[CH:11][C:12]([N:15]([C:56]2[CH:57]=[CH:58][CH:59]=[CH:60][CH:61]=2)[C:16]([C:18]2[CH:19]=[C:20]([C:27]3[CH:28]=[C:29]4[C:33](=[CH:34][C:35]=3[C:36]([N:38]3[C@H:47]([CH3:48])[CH2:46][C:45]5[C:40](=[CH:41][CH:42]=[CH:43][CH:44]=5)[CH2:39]3)=[O:37])[CH2:32][N:31]([C:49]([O:51][C:52]([CH3:55])([CH3:54])[CH3:53])=[O:50])[CH2:30]4)[N:21]3[C:26]=2[CH2:25][CH2:24][CH2:23][CH2:22]3)=[O:17])=[CH:13][CH:14]=1. The catalyst class is: 29.